This data is from Peptide-MHC class II binding affinity with 134,281 pairs from IEDB. The task is: Regression. Given a peptide amino acid sequence and an MHC pseudo amino acid sequence, predict their binding affinity value. This is MHC class II binding data. The binding affinity (normalized) is 0.353. The MHC is HLA-DQA10401-DQB10402 with pseudo-sequence HLA-DQA10401-DQB10402. The peptide sequence is AQIYQAVSAQAAAIH.